Dataset: Forward reaction prediction with 1.9M reactions from USPTO patents (1976-2016). Task: Predict the product of the given reaction. (1) Given the reactants [CH3:1][O:2][C:3](=[O:19])[CH:4]([CH2:10][C:11]1[CH:16]=[CH:15][C:14]([OH:17])=[CH:13][C:12]=1[CH3:18])[CH2:5][CH2:6][CH2:7][CH2:8][CH3:9].Cl[CH2:21][C:22]1[S:26][C:25]([C:27]2[CH:32]=[CH:31][C:30]([C:33]([F:36])([F:35])[F:34])=[CH:29][CH:28]=2)=[N:24][C:23]=1[CH3:37].C(=O)([O-])[O-].[Cs+].[Cs+].[I-].[K+], predict the reaction product. The product is: [CH3:1][O:2][C:3](=[O:19])[CH:4]([CH2:10][C:11]1[CH:16]=[CH:15][C:14]([O:17][CH2:21][C:22]2[S:26][C:25]([C:27]3[CH:28]=[CH:29][C:30]([C:33]([F:36])([F:34])[F:35])=[CH:31][CH:32]=3)=[N:24][C:23]=2[CH3:37])=[CH:13][C:12]=1[CH3:18])[CH2:5][CH2:6][CH2:7][CH2:8][CH3:9]. (2) Given the reactants C([O:8][C:9]1[C:10]([CH3:30])=[C:11]([C:23](=[O:29])[CH:24](OCC)O)[CH:12]=[CH:13][C:14]=1[O:15]CC1C=CC=CC=1)C1C=CC=CC=1.[CH3:31][C:32]([NH2:44])([CH3:43])[CH2:33][C:34]1[C:39]([CH3:40])=[CH:38][C:37]([CH3:41])=[CH:36][C:35]=1[CH3:42].[BH4-].[Na+].C(OCC)(=O)C, predict the reaction product. The product is: [CH3:43][C:32]([NH:44][CH2:24][CH:23]([C:11]1[C:10]([CH3:30])=[C:9]([OH:8])[C:14]([OH:15])=[CH:13][CH:12]=1)[OH:29])([CH3:31])[CH2:33][C:34]1[C:39]([CH3:40])=[CH:38][C:37]([CH3:41])=[CH:36][C:35]=1[CH3:42]. (3) Given the reactants [OH:1][C:2]1[CH:11]=[C:10]2[C:5]([C:6](=[O:12])[CH2:7][CH2:8][O:9]2)=[CH:4][CH:3]=1.[C:13]([O-])([O-])=O.[K+].[K+].CI, predict the reaction product. The product is: [CH3:13][O:1][C:2]1[CH:11]=[C:10]2[C:5]([C:6](=[O:12])[CH2:7][CH2:8][O:9]2)=[CH:4][CH:3]=1. (4) Given the reactants CN(C)C(Cl)=O.ON1C(=O)CC(C2C=CC=CC=2)C1=O.ClC1C=CC(C(C2C=CC(Cl)=CC=2)N2C[CH2:33][N:32]([C:35]([O:37][N:38]3[C:42](=[O:43])[CH2:41][CH:40]([C:44]4[CH:49]=[CH:48][CH:47]=[CH:46][CH:45]=4)[C:39]3=[O:50])=[O:36])[CH2:31]C2)=CC=1, predict the reaction product. The product is: [CH3:31][N:32]([CH3:33])[C:35](=[O:36])[O:37][N:38]1[C:42](=[O:43])[CH2:41][CH:40]([C:44]2[CH:49]=[CH:48][CH:47]=[CH:46][CH:45]=2)[C:39]1=[O:50]. (5) Given the reactants [F:1][C:2]1[CH:3]=[C:4]([CH:9]=[C:10](I)[C:11]=1[CH3:12])[C:5]([O:7][CH3:8])=[O:6].C([O-])(=O)C.[K+].[B:19]1([B:19]2[O:23][C:22]([CH3:25])([CH3:24])[C:21]([CH3:27])([CH3:26])[O:20]2)[O:23][C:22]([CH3:25])([CH3:24])[C:21]([CH3:27])([CH3:26])[O:20]1, predict the reaction product. The product is: [F:1][C:2]1[CH:3]=[C:4]([CH:9]=[C:10]([B:19]2[O:23][C:22]([CH3:25])([CH3:24])[C:21]([CH3:27])([CH3:26])[O:20]2)[C:11]=1[CH3:12])[C:5]([O:7][CH3:8])=[O:6]. (6) Given the reactants C(OC([NH:11][C@@H:12]([CH2:16][NH:17][C:18](=[O:36])[C:19]1[CH:24]=[CH:23][C:22]([CH2:25][CH2:26][C:27](=[O:35])[NH:28][C:29]2[NH:30][CH2:31][CH2:32][CH2:33][N:34]=2)=[CH:21][CH:20]=1)[C:13]([OH:15])=[O:14])=O)C1C=CC=CC=1.C(O)(=O)C.[H][H].CO, predict the reaction product. The product is: [NH2:11][C@@H:12]([CH2:16][NH:17][C:18](=[O:36])[C:19]1[CH:20]=[CH:21][C:22]([CH2:25][CH2:26][C:27](=[O:35])[NH:28][C:29]2[NH:34][CH2:33][CH2:32][CH2:31][N:30]=2)=[CH:23][CH:24]=1)[C:13]([OH:15])=[O:14].